From a dataset of Catalyst prediction with 721,799 reactions and 888 catalyst types from USPTO. Predict which catalyst facilitates the given reaction. Reactant: [N:1]1([CH2:7][CH:8]2[CH2:17][CH2:16][CH2:15][C:14]3[C:13]([C:18]#[N:19])=[CH:12][CH:11]=[CH:10][C:9]2=3)[CH2:6][CH2:5][NH:4][CH2:3][CH2:2]1.[O:20]=[C:21]1[C:25]2[CH:26]=[CH:27][C:28]([CH2:30][CH:31]=O)=[CH:29][C:24]=2[CH2:23][O:22]1.CC(O)=[O:35]. Product: [O:35]=[C:6]1[CH2:5][N:4]([CH2:31][CH2:30][C:28]2[CH:29]=[C:24]3[C:25](=[CH:26][CH:27]=2)[C:21](=[O:20])[O:22][CH2:23]3)[CH2:3][CH2:2][N:1]1[CH2:7][CH:8]1[CH2:17][CH2:16][CH2:15][C:14]2[C:13]([C:18]#[N:19])=[CH:12][CH:11]=[CH:10][C:9]1=2. The catalyst class is: 61.